This data is from Catalyst prediction with 721,799 reactions and 888 catalyst types from USPTO. The task is: Predict which catalyst facilitates the given reaction. (1) Reactant: ClC(N(C)C)=C(C)C.[C:9]([O:13][C:14]([NH:16][C:17]1[S:21][C:20]([C:22]2[C:27]([F:28])=[CH:26][CH:25]=[CH:24][C:23]=2[F:29])=[N:19][C:18]=1[C:30](O)=[O:31])=[O:15])([CH3:12])([CH3:11])[CH3:10].[NH2:33][C:34]1[C:35]([N:43]2[CH2:48][CH2:47][CH2:46][C@H:45]([NH:49][C:50](=[O:56])[O:51][C:52]([CH3:55])([CH3:54])[CH3:53])[CH2:44]2)=[C:36]2[S:42][CH:41]=[CH:40][C:37]2=[N:38][CH:39]=1.N1C=CC=CC=1. Product: [C:9]([O:13][C:14]([NH:16][C:17]1[S:21][C:20]([C:22]2[C:27]([F:28])=[CH:26][CH:25]=[CH:24][C:23]=2[F:29])=[N:19][C:18]=1[C:30]([NH:33][C:34]1[C:35]([N:43]2[CH2:48][CH2:47][CH2:46][C@H:45]([NH:49][C:50](=[O:56])[O:51][C:52]([CH3:53])([CH3:55])[CH3:54])[CH2:44]2)=[C:36]2[S:42][CH:41]=[CH:40][C:37]2=[N:38][CH:39]=1)=[O:31])=[O:15])([CH3:12])([CH3:10])[CH3:11]. The catalyst class is: 1. (2) Reactant: [CH3:1][O:2][C:3]([C:5]1[CH:18]=[CH:17][C:8]2[N:9]([CH3:16])[C:10](=[O:15])[NH:11][S:12](=[O:14])(=[O:13])[C:7]=2[CH:6]=1)=[O:4].[CH2:19](Br)[C:20]1[CH:25]=[CH:24][CH:23]=[CH:22][CH:21]=1.N12CCCN=C1CCCCC2. Product: [CH3:1][O:2][C:3]([C:5]1[CH:18]=[CH:17][C:8]2[N:9]([CH3:16])[C:10](=[O:15])[N:11]([CH2:19][C:20]3[CH:25]=[CH:24][CH:23]=[CH:22][CH:21]=3)[S:12](=[O:13])(=[O:14])[C:7]=2[CH:6]=1)=[O:4]. The catalyst class is: 10. (3) Reactant: [CH3:1][O:2][C:3]1[CH:21]=[CH:20][C:6]2[NH:7][C:8](=[O:19])[N:9]([CH:12]3[CH2:17][CH2:16][NH:15][CH:14]([CH3:18])[CH2:13]3)[CH2:10][CH2:11][C:5]=2[CH:4]=1.Cl[C:23]1[N:28]=[CH:27][N:26]=[C:25]([C:29]([C:31]2[CH:41]=[C:40]([CH3:42])[C:34]3[N:35]([CH3:39])[C:36](=[O:38])[O:37][C:33]=3[CH:32]=2)=[O:30])[CH:24]=1. Product: [CH3:39][N:35]1[C:34]2[C:40]([CH3:42])=[CH:41][C:31]([C:29]([C:25]3[N:26]=[CH:27][N:28]=[C:23]([N:15]4[CH2:16][CH2:17][CH:12]([N:9]5[CH2:10][CH2:11][C:5]6[CH:4]=[C:3]([O:2][CH3:1])[CH:21]=[CH:20][C:6]=6[NH:7][C:8]5=[O:19])[CH2:13][CH:14]4[CH3:18])[CH:24]=3)=[O:30])=[CH:32][C:33]=2[O:37][C:36]1=[O:38]. The catalyst class is: 3.